Dataset: Forward reaction prediction with 1.9M reactions from USPTO patents (1976-2016). Task: Predict the product of the given reaction. (1) Given the reactants [CH3:1][O:2][C:3]1[CH:4]=[C:5]2[C:10](=[CH:11][C:12]=1[O:13][CH2:14][CH2:15][CH2:16][N:17]1[CH2:21][CH2:20][CH2:19][CH2:18]1)[N:9]=[CH:8][C:7]([C:22]#[N:23])=[C:6]2[CH3:24].[Li+].C[Si]([N-][Si](C)(C)C)(C)C.[C:35](OC)(=O)[C:36]1[CH:41]=[CH:40][CH:39]=[N:38][CH:37]=1.C([O-])(=O)C.[NH4+:49], predict the reaction product. The product is: [CH3:1][O:2][C:3]1[C:12]([O:13][CH2:14][CH2:15][CH2:16][N:17]2[CH2:21][CH2:20][CH2:19][CH2:18]2)=[CH:11][C:10]2[N:9]=[CH:8][C:7]3[C:6]([C:5]=2[CH:4]=1)=[CH:24][C:35]([C:36]1[CH:37]=[N:38][CH:39]=[CH:40][CH:41]=1)=[N:23][C:22]=3[NH2:49]. (2) Given the reactants [N+:1]([C:4]1[CH:5]=[CH:6][C:7]2[NH:8][C:9]3[C:14]([C:15]=2[CH:16]=1)=[CH:13][CH:12]=[CH:11][CH:10]=3)([O-:3])=[O:2].C1C=CC(P(C2C=CC=CC=2)C2C=CC=CC=2)=CC=1.[CH3:36][CH2:37][O:38][C:39](/N=N/[C:39]([O:38][CH2:37][CH3:36])=O)=O, predict the reaction product. The product is: [N+:1]([C:4]1[CH:5]=[CH:6][C:7]2[N:8]([CH2:36][CH:37]3[CH2:39][O:38]3)[C:9]3[C:14]([C:15]=2[CH:16]=1)=[CH:13][CH:12]=[CH:11][CH:10]=3)([O-:3])=[O:2]. (3) Given the reactants [C:1](Cl)(=[O:5])[C:2](Cl)=O.CS(C)=O.Cl[C:12]1[CH:13]=[C:14]([NH:22][C@H:23]([CH3:26])[CH2:24]O)[CH:15]=[CH:16][C:17]=1[C:18]([F:21])([F:20])[F:19].C([N:29]([CH2:32][CH3:33])CC)C.[C:34]([O:38]C(=O)CCCN)([CH3:37])([CH3:36])[CH3:35].[ClH:45].C(O)(=O)C.C(O[BH-](OC(=O)C)OC(=O)C)(=O)C.[Na+].C([O-])(O)=O.[Na+].C(Cl)Cl, predict the reaction product. The product is: [C:34]([O:38][C:1](=[O:5])[CH2:2][CH2:33][CH2:32][NH:29][CH2:24][C@H:23]([NH:22][C:14]1[CH:15]=[CH:16][C:17]([C:18]([F:21])([F:20])[F:19])=[C:12]([Cl:45])[CH:13]=1)[CH3:26])([CH3:37])([CH3:36])[CH3:35]. (4) Given the reactants [Cl:1][C:2]1[CH:7]=[CH:6][C:5]([C:8]2[S:31][C:11]3[C:12](=[O:30])[N:13]([C:16]4[CH:21]=[CH:20][C:19]([N:22]5[CH2:26][CH2:25][C@@H:24]([OH:27])[CH2:23]5)=[C:18]([O:28][CH3:29])[CH:17]=4)[CH:14]=[CH:15][C:10]=3[CH:9]=2)=[CH:4][CH:3]=1.[CH3:32][S:33](Cl)(=[O:35])=[O:34].CCN(CC)CC, predict the reaction product. The product is: [Cl:1][C:2]1[CH:7]=[CH:6][C:5]([C:8]2[S:31][C:11]3[C:12](=[O:30])[N:13]([C:16]4[CH:21]=[CH:20][C:19]([N:22]5[CH2:26][CH2:25][C@@H:24]([O:27][S:33]([CH3:32])(=[O:35])=[O:34])[CH2:23]5)=[C:18]([O:28][CH3:29])[CH:17]=4)[CH:14]=[CH:15][C:10]=3[CH:9]=2)=[CH:4][CH:3]=1. (5) Given the reactants [CH3:1][N:2]1[CH:6]=[C:5]([C:7]2[CH:12]=[CH:11][N:10]=[CH:9][N:8]=2)[C:4]([C:13]2[CH:18]=[CH:17][C:16]([C:19]#[C:20][Si](C)(C)C)=[CH:15][CH:14]=2)=[N:3]1.O.C(OCC)(=O)C, predict the reaction product. The product is: [C:19]([C:16]1[CH:17]=[CH:18][C:13]([C:4]2[C:5]([C:7]3[CH:12]=[CH:11][N:10]=[CH:9][N:8]=3)=[CH:6][N:2]([CH3:1])[N:3]=2)=[CH:14][CH:15]=1)#[CH:20]. (6) Given the reactants [Br:1][C:2]1[CH:3]=[C:4]2[C:13](=[CH:14][CH:15]=1)[O:12][C:7]1([CH2:11][CH2:10][O:9][CH2:8]1)[CH2:6][C:5]2=O.[C:17](=[N:23][Si](C)(C)C)=[N:18][Si](C)(C)C, predict the reaction product. The product is: [Br:1][C:2]1[CH:3]=[C:4]2[C:13](=[CH:14][CH:15]=1)[O:12][C:7]1([CH2:11][CH2:10][O:9][CH2:8]1)[CH2:6]/[C:5]/2=[N:23]\[C:17]#[N:18].